The task is: Predict the reactants needed to synthesize the given product.. This data is from Retrosynthesis with 50K atom-mapped reactions and 10 reaction types from USPTO. Given the product COC(=O)c1ccc(Br)cc1Cn1nc(-c2ccc(Cl)cc2)n(C[C@H](O)C(F)(F)F)c1=O, predict the reactants needed to synthesize it. The reactants are: COC(=O)c1ccc(Br)cc1CBr.O=c1[nH]nc(-c2ccc(Cl)cc2)n1C[C@H](O)C(F)(F)F.